Dataset: Catalyst prediction with 721,799 reactions and 888 catalyst types from USPTO. Task: Predict which catalyst facilitates the given reaction. (1) Product: [C:1]1([C:21]2[CH:26]=[CH:25][CH:24]=[CH:23][CH:22]=2)[CH:6]=[CH:5][C:4]([C:7]2[N:8]([C:14]3[CH:19]=[CH:18][CH:17]=[CH:16][C:15]=3[F:20])[C:9]([CH2:12][Cl:29])=[N:10][N:11]=2)=[CH:3][CH:2]=1. The catalyst class is: 11. Reactant: [C:1]1([C:21]2[CH:26]=[CH:25][CH:24]=[CH:23][CH:22]=2)[CH:6]=[CH:5][C:4]([C:7]2[N:8]([C:14]3[CH:19]=[CH:18][CH:17]=[CH:16][C:15]=3[F:20])[C:9]([CH2:12]O)=[N:10][N:11]=2)=[CH:3][CH:2]=1.S(Cl)([Cl:29])=O.C(Cl)(Cl)Cl. (2) Reactant: [CH2:1]([O:3][C:4](=[O:21])[CH2:5][CH:6]([N:8]1[CH2:13][CH2:12][N:11](C(OC(C)(C)C)=O)[CH2:10][CH2:9]1)[CH3:7])[CH3:2].C(O)(C(F)(F)F)=O. Product: [N:8]1([CH:6]([CH3:7])[CH2:5][C:4]([O:3][CH2:1][CH3:2])=[O:21])[CH2:13][CH2:12][NH:11][CH2:10][CH2:9]1. The catalyst class is: 2. (3) Reactant: N1C=CN=C1.[C:6]([Si:10](Cl)([CH3:12])[CH3:11])([CH3:9])([CH3:8])[CH3:7].[C:14]1([CH2:20][CH2:21][C@H:22]([OH:25])[C:23]#[CH:24])[CH:19]=[CH:18][CH:17]=[CH:16][CH:15]=1.Cl. Product: [C:6]([Si:10]([CH3:12])([CH3:11])[O:25][C@@H:22]([CH2:21][CH2:20][C:14]1[CH:15]=[CH:16][CH:17]=[CH:18][CH:19]=1)[C:23]#[CH:24])([CH3:9])([CH3:8])[CH3:7]. The catalyst class is: 2.